From a dataset of Forward reaction prediction with 1.9M reactions from USPTO patents (1976-2016). Predict the product of the given reaction. (1) Given the reactants [OH:1][C:2]([CH3:35])([CH3:34])[CH2:3][C@@:4]1([C:28]2[CH:33]=[CH:32][CH:31]=[CH:30][CH:29]=2)[O:9][C:8](=[O:10])[N:7]([C@H:11]([C:13]2[CH:18]=[CH:17][C:16](B3OC(C)(C)C(C)(C)O3)=[CH:15][CH:14]=2)[CH3:12])[CH2:6][CH2:5]1.I[C:37]1[CH:42]=[CH:41][NH:40][C:39](=[O:43])[CH:38]=1, predict the reaction product. The product is: [OH:1][C:2]([CH3:34])([CH3:35])[CH2:3][C@@:4]1([C:28]2[CH:33]=[CH:32][CH:31]=[CH:30][CH:29]=2)[O:9][C:8](=[O:10])[N:7]([C@H:11]([C:13]2[CH:14]=[CH:15][C:16]([C:37]3[CH:42]=[CH:41][NH:40][C:39](=[O:43])[CH:38]=3)=[CH:17][CH:18]=2)[CH3:12])[CH2:6][CH2:5]1. (2) The product is: [Cl:1][C:2]1[CH:3]=[CH:4][C:5]2[C:14]3[C:9](=[CH:10][C:11]([C:27]4[CH:26]=[CH:48][C:30]5[N:31]=[C:32]([C@H:34]6[CH:39]7[CH2:40][C@H:36]([CH2:37][CH2:38]7)[N:35]6[C:41]([O:43][C:44]([CH3:46])([CH3:45])[CH3:47])=[O:42])[NH:33][C:29]=5[CH:28]=4)=[CH:12][CH:13]=3)[O:8][CH2:7][C:6]=2[CH:24]=1. Given the reactants [Cl:1][C:2]1[CH:3]=[CH:4][C:5]2[C:14]3[C:9](=[CH:10][C:11](B4OC(C)(C)C(C)(C)O4)=[CH:12][CH:13]=3)[O:8][CH2:7][C:6]=2[CH:24]=1.Br[C:26]1[CH:27]=[CH:28][C:29]2[N:33]=[C:32]([C@@H:34]3[C@@H:39]4[CH2:40][C@@H:36]([CH2:37][CH2:38]4)[N:35]3[C:41]([O:43][C:44]([CH3:47])([CH3:46])[CH3:45])=[O:42])[NH:31][C:30]=2[CH:48]=1.C(=O)([O-])[O-].[K+].[K+], predict the reaction product. (3) Given the reactants C(Cl)(=O)C(Cl)=O.CS(C)=O.[CH2:11]([C@H:14]1[CH2:19][C@H:18]([C:20]2[CH:25]=[CH:24][CH:23]=[C:22]([Cl:26])[CH:21]=2)[C@@H:17]([C:27]2[CH:32]=[CH:31][C:30]([Cl:33])=[CH:29][CH:28]=2)[N:16]([C@@H:34]([CH2:40][CH3:41])[C:35](OCC)=[O:36])[C:15]1=[O:42])[CH:12]=[CH2:13].C(N(CC)CC)C, predict the reaction product. The product is: [CH2:11]([C@H:14]1[CH2:19][C@H:18]([C:20]2[CH:25]=[CH:24][CH:23]=[C:22]([Cl:26])[CH:21]=2)[C@@H:17]([C:27]2[CH:28]=[CH:29][C:30]([Cl:33])=[CH:31][CH:32]=2)[N:16]([C@@H:34]([CH2:40][CH3:41])[CH:35]=[O:36])[C:15]1=[O:42])[CH:12]=[CH2:13]. (4) Given the reactants C(OC(=O)[NH:10][C@H:11]1[CH2:15][C:14](=[O:16])[O:13][CH2:12]1)C1C=CC=CC=1.[C:26](O[C:26]([O:28][C:29]([CH3:32])([CH3:31])[CH3:30])=[O:27])([O:28][C:29]([CH3:32])([CH3:31])[CH3:30])=[O:27], predict the reaction product. The product is: [C:29]([O:28][C:26](=[O:27])[NH:10][C@H:11]1[CH2:15][C:14](=[O:16])[O:13][CH2:12]1)([CH3:30])([CH3:31])[CH3:32]. (5) Given the reactants [F:1][C:2]1[CH:3]=[C:4]([C:9]2[CH:14]=[CH:13][C:12]([C:15]([NH:17][C@@H:18]([C:26]([O:28][CH3:29])=[O:27])[C@H:19]([CH3:25])[O:20][C:21]([CH3:24])([CH3:23])[CH3:22])=[O:16])=[C:11]([N+:30]([O-])=O)[CH:10]=2)[CH:5]=[CH:6][C:7]=1[F:8].[Cl-].[NH4+].[In], predict the reaction product. The product is: [NH2:30][C:11]1[CH:10]=[C:9]([C:4]2[CH:5]=[CH:6][C:7]([F:8])=[C:2]([F:1])[CH:3]=2)[CH:14]=[CH:13][C:12]=1[C:15]([NH:17][C@@H:18]([C:26]([O:28][CH3:29])=[O:27])[C@H:19]([CH3:25])[O:20][C:21]([CH3:24])([CH3:23])[CH3:22])=[O:16]. (6) Given the reactants [F:1][C:2]1[CH:8]=[CH:7][C:5]([NH2:6])=[CH:4][CH:3]=1.[C:9]([O:13][C:14](=O)[O:15]C(C)(C)C)([CH3:12])([CH3:11])[CH3:10], predict the reaction product. The product is: [C:9]([O:13][C:14](=[O:15])[NH:6][C:5]1[CH:7]=[CH:8][C:2]([F:1])=[CH:3][CH:4]=1)([CH3:12])([CH3:11])[CH3:10].